Task: Predict the reactants needed to synthesize the given product.. Dataset: Full USPTO retrosynthesis dataset with 1.9M reactions from patents (1976-2016) (1) Given the product [CH3:12][N:9]1[C:10]([CH3:11])=[C:6]([CH2:5][CH:4]=[O:3])[C:7]([CH3:13])=[N:8]1, predict the reactants needed to synthesize it. The reactants are: C([O:3][C:4](=O)[CH2:5][C:6]1[C:7]([CH3:13])=[N:8][N:9]([CH3:12])[C:10]=1[CH3:11])C.[H-].C([Al+]CC(C)C)C(C)C. (2) Given the product [C:4]([C:3]1[CH:6]=[CH:7][C:8]([CH3:10])=[CH:9][C:2]=1[N:12]([CH3:11])[S:13]([CH3:16])(=[O:15])=[O:14])#[N:5], predict the reactants needed to synthesize it. The reactants are: F[C:2]1[CH:9]=[C:8]([CH3:10])[CH:7]=[CH:6][C:3]=1[C:4]#[N:5].[CH3:11][NH:12][S:13]([CH3:16])(=[O:15])=[O:14].O. (3) Given the product [Br:14][C:9]1[C:10](=[O:13])[NH:11][CH:12]=[C:7]([C:1]2[CH:2]=[CH:3][CH:4]=[CH:5][CH:6]=2)[N:8]=1, predict the reactants needed to synthesize it. The reactants are: [C:1]1([C:7]2[N:8]=[CH:9][C:10](=[O:13])[NH:11][CH:12]=2)[CH:6]=[CH:5][CH:4]=[CH:3][CH:2]=1.[Br:14]N1C(=O)CCC1=O.CN(C=O)C. (4) Given the product [Cl:1][C:2]1[C:3]([NH:25][C:26]2[CH:35]=[CH:34][CH:33]=[CH:32][C:27]=2[C:28]([NH:30][CH3:31])=[O:29])=[N:4][C:5]([NH:8][C:9]2[CH:10]=[C:11]3[C:17](=[CH:18][CH:19]=2)[CH:16]2[CH2:20][CH2:21][CH:12]3[CH2:13][N:14]([CH2:22][CH2:23][F:39])[CH2:15]2)=[N:6][CH:7]=1, predict the reactants needed to synthesize it. The reactants are: [Cl:1][C:2]1[C:3]([NH:25][C:26]2[CH:35]=[CH:34][CH:33]=[CH:32][C:27]=2[C:28]([NH:30][CH3:31])=[O:29])=[N:4][C:5]([NH:8][C:9]2[CH:10]=[C:11]3[C:17](=[CH:18][CH:19]=2)[CH:16]2[CH2:20][CH2:21][CH:12]3[CH2:13][N:14]([CH2:22][C:23]#C)[CH2:15]2)=[N:6][CH:7]=1.BrCC[F:39]. (5) The reactants are: [C:1]([N:4]1[C:13]2[C:8](=[CH:9][C:10]([C:14]3[CH:22]=[CH:21][C:17]([C:18](O)=[O:19])=[CH:16][N:15]=3)=[CH:11][CH:12]=2)[C@H:7]([NH:23][C:24]2[CH:29]=[CH:28][C:27]([C:30]#[N:31])=[CH:26][N:25]=2)[CH2:6][C@@H:5]1[CH3:32])(=[O:3])[CH3:2].CN(C(ON1N=NC2C=CC=NC1=2)=[N+](C)C)C.F[P-](F)(F)(F)(F)F.CCN(C(C)C)C(C)C.[NH2:66][CH:67]([CH2:70][OH:71])[CH2:68][OH:69]. Given the product [C:1]([N:4]1[C:13]2[C:8](=[CH:9][C:10]([C:14]3[CH:22]=[CH:21][C:17]([C:18]([NH:66][CH:67]([CH2:70][OH:71])[CH2:68][OH:69])=[O:19])=[CH:16][N:15]=3)=[CH:11][CH:12]=2)[C@H:7]([NH:23][C:24]2[CH:29]=[CH:28][C:27]([C:30]#[N:31])=[CH:26][N:25]=2)[CH2:6][C@@H:5]1[CH3:32])(=[O:3])[CH3:2], predict the reactants needed to synthesize it. (6) Given the product [CH2:36]([C@H:35]1[NH:38][C:39](=[O:40])[N:14]([C:13]2[CH:15]=[CH:16][C:10]([O:9][C:5]3[CH:6]=[CH:7][CH:8]=[C:3]([O:2][CH3:1])[CH:4]=3)=[CH:11][CH:12]=2)[C:33]1=[O:34])[CH3:37], predict the reactants needed to synthesize it. The reactants are: [CH3:1][O:2][C:3]1[CH:4]=[C:5]([O:9][C:10]2[CH:16]=[CH:15][C:13]([NH2:14])=[CH:12][CH:11]=2)[CH:6]=[CH:7][CH:8]=1.C(C1C=CC(OC2N=CC(N[C:33]([C@H:35]([NH:38][C:39](=O)[O:40]C(C)(C)C)[CH2:36][CH3:37])=[O:34])=CC=2)=CC=1C(C)C)#N.Cl. (7) Given the product [CH3:9][C:4]1[CH:3]=[C:2]([CH2:11][C:10]([OH:13])=[O:12])[CH:7]=[C:6]([CH3:8])[CH:5]=1, predict the reactants needed to synthesize it. The reactants are: I[C:2]1[CH:3]=[C:4]([CH3:9])[CH:5]=[C:6]([CH3:8])[CH:7]=1.[C:10]([OH:13])(=[O:12])[CH3:11].